From a dataset of Reaction yield outcomes from USPTO patents with 853,638 reactions. Predict the reaction yield, written as a fraction of the theoretical maximum amount of product (1.0 means a 100% yield; for example, 0.34 means a 34% yield). The reactants are Br[C:2]1[CH:11]=[CH:10][C:9]2[C:4](=[CH:5][CH:6]=[CH:7][CH:8]=2)[CH:3]=1.Cl. The catalyst is C1(C)C=CC=CC=1.Cl[Ni](Cl)([P](C1C=CC=CC=1)(C1C=CC=CC=1)C1C=CC=CC=1)[P](C1C=CC=CC=1)(C1C=CC=CC=1)C1C=CC=CC=1. The product is [CH:3]1[C:4]2[C:9](=[CH:8][CH:7]=[CH:6][CH:5]=2)[CH:10]=[CH:11][C:2]=1[C:3]1[CH:2]=[CH:11][CH:10]=[CH:9][C:4]=1[CH3:5]. The yield is 0.870.